Dataset: Full USPTO retrosynthesis dataset with 1.9M reactions from patents (1976-2016). Task: Predict the reactants needed to synthesize the given product. Given the product [Cl:41][C:21]1[CH:20]=[C:19]([CH2:18][CH2:17][N:16]([C@H:25]2[CH2:26][CH2:27][C@H:28]([CH3:31])[CH2:29][CH2:30]2)[C:14](=[O:15])[NH:13][C:11]2[S:12][C:8]([S:7][C:2]([CH3:1])([CH3:6])[C:3]([OH:5])=[O:4])=[CH:9][N:10]=2)[CH:24]=[CH:23][CH:22]=1, predict the reactants needed to synthesize it. The reactants are: [CH3:1][C:2]([S:7][C:8]1[S:12][C:11]([NH:13][C:14]([N:16]([C@H:25]2[CH2:30][CH2:29][C@H:28]([CH3:31])[CH2:27][CH2:26]2)[CH2:17][CH2:18][C:19]2[CH:24]=[CH:23][CH:22]=[CH:21][CH:20]=2)=[O:15])=[N:10][CH:9]=1)([CH3:6])[C:3]([OH:5])=[O:4].BrCCC1C=CC=C([Cl:41])C=1.C(OC(=O)C(SC1SC(N)=NC=1)(C)C)C.